This data is from Forward reaction prediction with 1.9M reactions from USPTO patents (1976-2016). The task is: Predict the product of the given reaction. (1) Given the reactants [NH2:1][C:2](=[N:12][O:13][C:14](=[O:22])[C:15]1[CH:20]=[CH:19][CH:18]=[C:17](Cl)[CH:16]=1)[CH2:3][P:4](=[O:11])([O:8][CH2:9][CH3:10])[O:5][CH2:6][CH3:7].CC1[N:29]=C(C(Cl)=O)C=CC=1, predict the reaction product. The product is: [NH2:1][C:2](=[N:12][O:13][C:14]([C:15]1[CH:16]=[CH:17][CH:18]=[C:19]([CH3:20])[N:29]=1)=[O:22])[CH2:3][P:4](=[O:11])([O:8][CH2:9][CH3:10])[O:5][CH2:6][CH3:7]. (2) Given the reactants [CH2:1]([O:8][C:9]1[CH:10]=[CH:11][C:12]([C:15]([OH:17])=O)=[N:13][CH:14]=1)[C:2]1[CH:7]=[CH:6][CH:5]=[CH:4][CH:3]=1.[NH2:18][C:19]1[CH:20]=[C:21]([CH:28]=[CH:29][C:30]=1[CH3:31])[C:22]([NH:24][CH:25]1[CH2:27][CH2:26]1)=[O:23], predict the reaction product. The product is: [CH2:1]([O:8][C:9]1[CH:10]=[CH:11][C:12]([C:15]([NH:18][C:19]2[CH:20]=[C:21]([C:22]([NH:24][CH:25]3[CH2:26][CH2:27]3)=[O:23])[CH:28]=[CH:29][C:30]=2[CH3:31])=[O:17])=[N:13][CH:14]=1)[C:2]1[CH:3]=[CH:4][CH:5]=[CH:6][CH:7]=1. (3) Given the reactants [H-].[Na+].[C:3]([O:10][CH3:11])(=[O:9])[CH2:4][C:5]([O:7][CH3:8])=[O:6].F[C:13]1[CH:18]=[CH:17][C:16]([N+:19]([O-:21])=[O:20])=[CH:15][N:14]=1.Cl, predict the reaction product. The product is: [N+:19]([C:16]1[CH:17]=[CH:18][C:13]([CH:4]([C:3]([O:10][CH3:11])=[O:9])[C:5]([O:7][CH3:8])=[O:6])=[N:14][CH:15]=1)([O-:21])=[O:20]. (4) The product is: [CH2:1]([C:8]1[S:12][C:11]([C:13]2[CH:18]=[C:17]([F:19])[CH:16]=[CH:15][C:14]=2[F:20])=[N:10][C:9]=1[C@H:21]([NH:26][CH2:47][C@H:46]1[C@@H:42]([F:41])[CH2:43][N:44]([C:49]([O:51][CH2:52][C:53]2[CH:58]=[CH:57][CH:56]=[CH:55][CH:54]=2)=[O:50])[CH2:45]1)[C:22]([CH3:23])([CH3:25])[CH3:24])[C:2]1[CH:3]=[CH:4][CH:5]=[CH:6][CH:7]=1. Given the reactants [CH2:1]([C:8]1[S:12][C:11]([C:13]2[CH:18]=[C:17]([F:19])[CH:16]=[CH:15][C:14]=2[F:20])=[N:10][C:9]=1[C@H:21]([NH2:26])[C:22]([CH3:25])([CH3:24])[CH3:23])[C:2]1[CH:7]=[CH:6][CH:5]=[CH:4][CH:3]=1.[BH-](OC(C)=O)(OC(C)=O)OC(C)=O.[Na+].[F:41][C@@H:42]1[C@H:46]([CH:47]=O)[CH2:45][N:44]([C:49]([O:51][CH2:52][C:53]2[CH:58]=[CH:57][CH:56]=[CH:55][CH:54]=2)=[O:50])[CH2:43]1, predict the reaction product. (5) Given the reactants [F:1][C:2]1[C:7]([F:8])=[C:6]([OH:9])[CH:5]=[CH:4][C:3]=1/[CH:10]=[CH:11]/[C:12]([O:14][CH2:15][CH3:16])=[O:13].[H][H], predict the reaction product. The product is: [F:1][C:2]1[C:7]([F:8])=[C:6]([OH:9])[CH:5]=[CH:4][C:3]=1[CH2:10][CH2:11][C:12]([O:14][CH2:15][CH3:16])=[O:13].